From a dataset of Reaction yield outcomes from USPTO patents with 853,638 reactions. Predict the reaction yield, written as a fraction of the theoretical maximum amount of product (1.0 means a 100% yield; for example, 0.34 means a 34% yield). (1) The reactants are [C:1]1([C:7]2[CH:16]=[C:15]([C:17](Cl)=[O:18])[C:14]3[C:9](=[CH:10][CH:11]=[CH:12][CH:13]=3)[N:8]=2)[CH:6]=[CH:5][CH:4]=[CH:3][CH:2]=1.N1C=CC=CC=1.[NH2:26][C:27]1[O:28][C:29]([C:32]2[O:33][CH:34]=[CH:35][CH:36]=2)=[N:30][N:31]=1. The catalyst is CO. The product is [O:33]1[CH:34]=[CH:35][CH:36]=[C:32]1[C:29]1[O:28][C:27]([NH:26][C:17]([C:15]2[C:14]3[C:9](=[CH:10][CH:11]=[CH:12][CH:13]=3)[N:8]=[C:7]([C:1]3[CH:6]=[CH:5][CH:4]=[CH:3][CH:2]=3)[CH:16]=2)=[O:18])=[N:31][N:30]=1. The yield is 0.430. (2) The reactants are [CH2:1]([O:3][C:4](=[O:16])/[C:5](/[C:14]#[N:15])=[CH:6]\[C:7]1[CH:12]=[CH:11][C:10]([Cl:13])=[CH:9][CH:8]=1)[CH3:2].[Cl:17][C:18]1[CH:23]=[CH:22][C:21]([Mg]Br)=[CH:20][CH:19]=1.CCCCCCC.Cl. The catalyst is C1(C)C=CC=CC=1.C(OCC)(=O)C. The product is [CH2:1]([O:3][C:4](=[O:16])[C:5]([C:14]#[N:15])=[C:6]([C:21]1[CH:22]=[CH:23][C:18]([Cl:17])=[CH:19][CH:20]=1)[C:7]1[CH:8]=[CH:9][C:10]([Cl:13])=[CH:11][CH:12]=1)[CH3:2]. The yield is 1.00.